From a dataset of Reaction yield outcomes from USPTO patents with 853,638 reactions. Predict the reaction yield, written as a fraction of the theoretical maximum amount of product (1.0 means a 100% yield; for example, 0.34 means a 34% yield). (1) The reactants are [O:1]1[C:6]2[CH:7]=[CH:8][C:9]([N:11]3[CH2:15][CH:14]([CH2:16][CH2:17][NH:18][CH2:19][CH2:20][C:21]4[C:30]5[C:25](=[CH:26][CH:27]=[C:28]([O:31][CH3:32])[N:29]=5)[N:24]=[CH:23][CH:22]=4)[O:13][C:12]3=[O:33])=[CH:10][C:5]=2[O:4][CH2:3][CH2:2]1.CCN(C(C)C)C(C)C.Br[CH2:44][CH2:45][C:46]([O:48][CH3:49])=[O:47].[Na+].[I-]. The catalyst is C1COCC1. The product is [CH3:49][O:48][C:46](=[O:47])[CH2:45][CH2:44][N:18]([CH2:17][CH2:16][CH:14]1[O:13][C:12](=[O:33])[N:11]([C:9]2[CH:8]=[CH:7][C:6]3[O:1][CH2:2][CH2:3][O:4][C:5]=3[CH:10]=2)[CH2:15]1)[CH2:19][CH2:20][C:21]1[C:30]2[C:25](=[CH:26][CH:27]=[C:28]([O:31][CH3:32])[N:29]=2)[N:24]=[CH:23][CH:22]=1. The yield is 0.420. (2) The reactants are [OH:1][C@@H:2]1[CH2:7][CH2:6][C@H:5]([C:8]([OH:10])=O)[CH2:4][CH2:3]1.[CH2:11]([NH2:18])[C:12]1[CH:17]=[CH:16][CH:15]=[CH:14][CH:13]=1.C1C=NC2N(O)N=NC=2C=1.C(Cl)CCl. The catalyst is ClCCl.CO. The product is [CH2:11]([NH:18][C:8]([C@H:5]1[CH2:4][CH2:3][C@@H:2]([OH:1])[CH2:7][CH2:6]1)=[O:10])[C:12]1[CH:17]=[CH:16][CH:15]=[CH:14][CH:13]=1. The yield is 0.618. (3) The reactants are Br[C:2]1[CH:15]=[CH:14][C:5]2[O:6][C:7]3[CH:12]=[CH:11][C:10]([Br:13])=[CH:9][C:8]=3[C:4]=2[CH:3]=1.[CH:16]1[C:28]2[NH:27][C:26]3[C:21](=[CH:22][CH:23]=[CH:24][CH:25]=3)[C:20]=2[CH:19]=[CH:18][CH:17]=1.[O-]P([O-])([O-])=O.[K+].[K+].[K+].N[C@@H]1CCCC[C@H]1N. The catalyst is [Cu](I)I.O1CCOCC1. The product is [Br:13][C:10]1[CH:11]=[CH:12][C:7]2[O:6][C:5]3[CH:14]=[CH:15][C:2]([C:25]4[C:26]5[NH:27][C:28]6[C:20](=[CH:19][CH:18]=[CH:17][CH:16]=6)[C:21]=5[CH:22]=[CH:23][CH:24]=4)=[CH:3][C:4]=3[C:8]=2[CH:9]=1. The yield is 0.320. (4) The reactants are Cl.O1CCOCC1.[NH2:8][C:9]1[N:18]=[C:17]([NH2:19])[C:16]2[C:11](=[CH:12][CH:13]=[C:14]([CH2:21][NH:22][C:23]3[CH:45]=[C:44]([O:46][CH3:47])[C:26]([O:27][CH2:28][C:29]([NH:31][C@H:32]([C:37]([O:39]C(C)(C)C)=[O:38])[CH2:33][CH:34]([CH3:36])[CH3:35])=[O:30])=[C:25]([O:48][CH3:49])[CH:24]=3)[C:15]=2[CH3:20])[N:10]=1. The catalyst is O. The product is [NH2:8][C:9]1[N:18]=[C:17]([NH2:19])[C:16]2[C:11](=[CH:12][CH:13]=[C:14]([CH2:21][NH:22][C:23]3[CH:45]=[C:44]([O:46][CH3:47])[C:26]([O:27][CH2:28][C:29]([NH:31][C@H:32]([C:37]([OH:39])=[O:38])[CH2:33][CH:34]([CH3:36])[CH3:35])=[O:30])=[C:25]([O:48][CH3:49])[CH:24]=3)[C:15]=2[CH3:20])[N:10]=1. The yield is 0.820.